This data is from Forward reaction prediction with 1.9M reactions from USPTO patents (1976-2016). The task is: Predict the product of the given reaction. (1) Given the reactants C([N:8]1[CH2:16][CH2:15][CH:14]2[CH:10]([CH2:11][C:12]3[S:19][CH:18]=[CH:17][C:13]=32)[CH2:9]1)C1C=CC=CC=1.C([O-])([O-])=O.[K+].[K+].CC(Cl)OC(Cl)=O, predict the reaction product. The product is: [S:19]1[C:12]2[CH2:11][CH:10]3[CH:14]([C:13]=2[CH:17]=[CH:18]1)[CH2:15][CH2:16][NH:8][CH2:9]3. (2) Given the reactants [NH2:1][C:2]1[N:7]=[CH:6][N:5]=[C:4]2[N:8]([CH2:19][C:20]3[O:21][C:22]4[C:27]([C:28](=[O:37])[C:29]=3[C:30]3[CH:35]=[CH:34][CH:33]=[C:32]([F:36])[CH:31]=3)=[CH:26][CH:25]=[CH:24][CH:23]=4)[N:9]=[C:10]([C:11]3[CH:16]=[CH:15][CH:14]=[C:13]([O:17]C)[CH:12]=3)[C:3]=12, predict the reaction product. The product is: [NH2:1][C:2]1[N:7]=[CH:6][N:5]=[C:4]2[N:8]([CH2:19][C:20]3[O:21][C:22]4[C:27]([C:28](=[O:37])[C:29]=3[C:30]3[CH:35]=[CH:34][CH:33]=[C:32]([F:36])[CH:31]=3)=[CH:26][CH:25]=[CH:24][CH:23]=4)[N:9]=[C:10]([C:11]3[CH:16]=[CH:15][CH:14]=[C:13]([OH:17])[CH:12]=3)[C:3]=12.